Dataset: Reaction yield outcomes from USPTO patents with 853,638 reactions. Task: Predict the reaction yield, written as a fraction of the theoretical maximum amount of product (1.0 means a 100% yield; for example, 0.34 means a 34% yield). (1) The reactants are [NH2:1][C:2]1[CH:7]=[CH:6][CH:5]=[CH:4][C:3]=1[SH:8].[NH2:9][C:10]1[C:14]([C:15]#N)=[CH:13][NH:12][N:11]=1.[OH-].[NH4+]. No catalyst specified. The product is [S:8]1[C:3]2[CH:4]=[CH:5][CH:6]=[CH:7][C:2]=2[N:1]=[C:15]1[C:14]1[C:10]([NH2:9])=[N:11][NH:12][CH:13]=1. The yield is 0.400. (2) The catalyst is [N+](C1C=CC=CC=1)([O-])=O. The yield is 0.910. The reactants are [N+:1]([C:4]1[CH:12]=[CH:11][C:7]([C:8](Cl)=[O:9])=[CH:6][CH:5]=1)([O-:3])=[O:2].[Cl-].[Cl-].[Cl-].[Al+3].[Cl:17][C:18]1[CH:19]=[C:20]([C:24]2[C:29]([F:30])=[CH:28][CH:27]=[CH:26][C:25]=2[O:31][CH3:32])[CH:21]=[CH:22][CH:23]=1. The product is [Cl:17][C:18]1[CH:19]=[C:20]([C:24]2[C:25]([O:31][CH3:32])=[CH:26][CH:27]=[C:28]([C:8]([C:7]3[CH:11]=[CH:12][C:4]([N+:1]([O-:3])=[O:2])=[CH:5][CH:6]=3)=[O:9])[C:29]=2[F:30])[CH:21]=[CH:22][CH:23]=1. (3) The yield is 0.110. The catalyst is C1COCC1.O. The reactants are C1(P(C2C=CC=CC=2)C2C=CC=CC=2)C=CC=CC=1.[N:20]([CH2:23][CH2:24][CH2:25][C:26]1[C:34]2[C:29](=[C:30]([Cl:51])[CH:31]=[CH:32][C:33]=2[NH:35][C:36]2[C:44]3[C:39](=[CH:40][N:41]=[CH:42][CH:43]=3)[O:38][C:37]=2[C:45]2[N:50]=[CH:49][CH:48]=[CH:47][N:46]=2)[N:28]([C:52]([O:54][C:55]([CH3:58])([CH3:57])[CH3:56])=[O:53])[N:27]=1)=[N+]=[N-]. The product is [NH2:20][CH2:23][CH2:24][CH2:25][C:26]1[C:34]2[C:29](=[C:30]([Cl:51])[CH:31]=[CH:32][C:33]=2[NH:35][C:36]2[C:44]3[C:39](=[CH:40][N:41]=[CH:42][CH:43]=3)[O:38][C:37]=2[C:45]2[N:46]=[CH:47][CH:48]=[CH:49][N:50]=2)[N:28]([C:52]([O:54][C:55]([CH3:58])([CH3:57])[CH3:56])=[O:53])[N:27]=1. (4) The reactants are [CH3:1][N:2]1[CH2:7][CH:6]=[C:5]([C:8]2[N:13]=[N:12][C:11]([NH2:14])=[CH:10][CH:9]=2)[CH2:4][CH2:3]1. The catalyst is CCO.[Pd]. The product is [CH3:1][N:2]1[CH2:3][CH2:4][CH:5]([C:8]2[N:13]=[N:12][C:11]([NH2:14])=[CH:10][CH:9]=2)[CH2:6][CH2:7]1. The yield is 0.890. (5) The reactants are [Cl:1][C:2]1[CH:18]=[CH:17][C:5]2[CH2:6][CH2:7][N:8]([C:11](=[O:16])[C:12]([F:15])([F:14])[F:13])[CH2:9][CH2:10][C:4]=2[C:3]=1OS(C(F)(F)F)(=O)=O.[C:27]([Si:31]([CH3:38])([CH3:37])[O:32][CH:33]1[CH2:36][NH:35][CH2:34]1)([CH3:30])([CH3:29])[CH3:28].C1C=CC(P(C2C(C3C(P(C4C=CC=CC=4)C4C=CC=CC=4)=CC=C4C=3C=CC=C4)=C3C(C=CC=C3)=CC=2)C2C=CC=CC=2)=CC=1.C(=O)([O-])[O-].[Cs+].[Cs+]. The catalyst is C([O-])(=O)C.[Pd+2].C([O-])(=O)C.C1C=CC(/C=C/C(/C=C/C2C=CC=CC=2)=O)=CC=1.C1C=CC(/C=C/C(/C=C/C2C=CC=CC=2)=O)=CC=1.C1C=CC(/C=C/C(/C=C/C2C=CC=CC=2)=O)=CC=1.[Pd].[Pd].C1(C)C=CC=CC=1. The product is [Cl:1][C:2]1[CH:18]=[CH:17][C:5]2[CH2:6][CH2:7][N:8]([C:11](=[O:16])[C:12]([F:15])([F:14])[F:13])[CH2:9][CH2:10][C:4]=2[C:3]=1[N:35]1[CH2:34][CH:33]([O:32][Si:31]([C:27]([CH3:30])([CH3:29])[CH3:28])([CH3:37])[CH3:38])[CH2:36]1. The yield is 0.720.